From a dataset of Reaction yield outcomes from USPTO patents with 853,638 reactions. Predict the reaction yield, written as a fraction of the theoretical maximum amount of product (1.0 means a 100% yield; for example, 0.34 means a 34% yield). (1) The reactants are C[O:2][C:3](=O)[C:4]1[CH:9]=[CH:8][C:7]([NH:10][CH2:11][C:12]2[CH:17]=[CH:16][C:15]([O:18][CH3:19])=[CH:14][CH:13]=2)=[N:6][C:5]=1[F:20].[H-].[Al+3].[Li+].[H-].[H-].[H-]. The catalyst is O1CCCC1. The product is [F:20][C:5]1[C:4]([CH2:3][OH:2])=[CH:9][CH:8]=[C:7]([NH:10][CH2:11][C:12]2[CH:17]=[CH:16][C:15]([O:18][CH3:19])=[CH:14][CH:13]=2)[N:6]=1. The yield is 1.00. (2) The reactants are Br[C:2]1[N:7]=[CH:6][C:5]([NH2:8])=[CH:4][CH:3]=1.[F:9][C:10]([F:21])([F:20])[C:11]1[CH:16]=[CH:15][CH:14]=[CH:13][C:12]=1B(O)O. No catalyst specified. The product is [F:9][C:10]([F:21])([F:20])[C:11]1[CH:16]=[CH:15][CH:14]=[CH:13][C:12]=1[C:2]1[N:7]=[CH:6][C:5]([NH2:8])=[CH:4][CH:3]=1. The yield is 0.590. (3) The reactants are [NH2:1][CH:2]([C:7]1[CH:12]=[CH:11][C:10]([O:13][CH:14]([F:16])[F:15])=[C:9]([O:17][CH2:18][CH:19]2[CH2:21][CH2:20]2)[CH:8]=1)[CH2:3][C:4]([OH:6])=[O:5].[C:22]([NH:25][C:26]1[CH:36]=[CH:35][CH:34]=[C:28]2[C:29]([O:31][C:32](=O)[C:27]=12)=[O:30])(=[O:24])[CH3:23].C([O-])(=O)C.[Na+]. The catalyst is C(O)(=O)C. The product is [C:22]([NH:25][C:26]1[CH:36]=[CH:35][CH:34]=[C:28]2[C:27]=1[C:32](=[O:31])[N:1]([CH:2]([C:7]1[CH:12]=[CH:11][C:10]([O:13][CH:14]([F:16])[F:15])=[C:9]([O:17][CH2:18][CH:19]3[CH2:21][CH2:20]3)[CH:8]=1)[CH2:3][C:4]([OH:6])=[O:5])[C:29]2=[O:30])(=[O:24])[CH3:23]. The yield is 0.850. (4) The reactants are Cl.[Br:2][C:3]1[CH:8]=[CH:7][C:6]([C@@H:9]2[O:14][CH2:13][CH2:12][NH:11][CH2:10]2)=[CH:5][CH:4]=1.C(N(CC)CC)C.[C:22](O[C:22]([O:24][C:25]([CH3:28])([CH3:27])[CH3:26])=[O:23])([O:24][C:25]([CH3:28])([CH3:27])[CH3:26])=[O:23]. The catalyst is O1CCCC1. The product is [Br:2][C:3]1[CH:4]=[CH:5][C:6]([C@@H:9]2[O:14][CH2:13][CH2:12][N:11]([C:22]([O:24][C:25]([CH3:28])([CH3:27])[CH3:26])=[O:23])[CH2:10]2)=[CH:7][CH:8]=1. The yield is 0.850. (5) The yield is 0.390. No catalyst specified. The reactants are [Cl:1][C:2]1[CH:7]=[C:6]([Cl:8])[CH:5]=[CH:4][C:3]=1[C:9]1[N:10]=[C:11]([CH2:16][C:17]2[CH:22]=[CH:21][C:20]([C:23]3[CH:28]=[CH:27][C:26]([OH:29])=[CH:25][CH:24]=3)=[CH:19][CH:18]=2)[N:12]([CH2:14][CH3:15])[CH:13]=1.C[O:31][C:32](=[O:45])[CH:33]([NH:37]C(OC(C)(C)C)=O)[CH2:34][CH2:35]Br.[F:46][C:47]([F:60])([F:59])[S:48](O[S:48]([C:47]([F:60])([F:59])[F:46])(=[O:50])=[O:49])(=[O:50])=[O:49].FC(F)(F)S(N)(=O)=O. The product is [Cl:1][C:2]1[CH:7]=[C:6]([Cl:8])[CH:5]=[CH:4][C:3]=1[C:9]1[N:10]=[C:11]([CH2:16][C:17]2[CH:22]=[CH:21][C:20]([C:23]3[CH:24]=[CH:25][C:26]([O:29][CH2:35][CH2:34][C@H:33]([NH:37][S:48]([C:47]([F:60])([F:59])[F:46])(=[O:50])=[O:49])[C:32]([OH:31])=[O:45])=[CH:27][CH:28]=3)=[CH:19][CH:18]=2)[N:12]([CH2:14][CH3:15])[CH:13]=1.